This data is from Catalyst prediction with 721,799 reactions and 888 catalyst types from USPTO. The task is: Predict which catalyst facilitates the given reaction. (1) Reactant: [NH:1]1[CH2:8][CH2:7][CH2:6][C@H:2]1[C:3]([OH:5])=[O:4].[OH:9][CH2:10][CH:11]([CH2:13][OH:14])[OH:12]. Product: [NH:1]1[CH2:8][CH2:7][CH2:6][C@H:2]1[C:3]([OH:5])=[O:4].[OH:9][CH2:10][CH:11]([CH2:13][OH:14])[OH:12].[OH2:4]. The catalyst class is: 6. (2) Reactant: [H-].[Na+].C([C@:6]1([C:22]2[CH:27]=[CH:26][C:25]([F:28])=[CH:24][CH:23]=2)[CH2:11][CH2:10][N:9]([C@H](C2C=CC(Br)=CC=2)C)[C:8](=[O:21])[NH:7]1)C=C.[CH3:29]I. Product: [F:28][C:25]1[CH:24]=[CH:23][C:22]([CH:6]2[CH2:11][CH2:10][NH:9][C:8](=[O:21])[N:7]2[CH3:29])=[CH:27][CH:26]=1. The catalyst class is: 1.